Regression. Given two drug SMILES strings and cell line genomic features, predict the synergy score measuring deviation from expected non-interaction effect. From a dataset of NCI-60 drug combinations with 297,098 pairs across 59 cell lines. (1) Drug 1: CN(CC1=CN=C2C(=N1)C(=NC(=N2)N)N)C3=CC=C(C=C3)C(=O)NC(CCC(=O)O)C(=O)O. Drug 2: C1C(C(OC1N2C=NC3=C2NC=NCC3O)CO)O. Cell line: SK-OV-3. Synergy scores: CSS=7.96, Synergy_ZIP=-7.13, Synergy_Bliss=0.000630, Synergy_Loewe=-23.0, Synergy_HSA=-1.74. (2) Drug 1: CC1C(C(CC(O1)OC2CC(CC3=C2C(=C4C(=C3O)C(=O)C5=C(C4=O)C(=CC=C5)OC)O)(C(=O)C)O)N)O.Cl. Drug 2: CCCCC(=O)OCC(=O)C1(CC(C2=C(C1)C(=C3C(=C2O)C(=O)C4=C(C3=O)C=CC=C4OC)O)OC5CC(C(C(O5)C)O)NC(=O)C(F)(F)F)O. Cell line: NCI-H460. Synergy scores: CSS=24.6, Synergy_ZIP=1.60, Synergy_Bliss=1.24, Synergy_Loewe=-10.6, Synergy_HSA=1.66. (3) Drug 1: C1=CC(=C2C(=C1NCCNCCO)C(=O)C3=C(C=CC(=C3C2=O)O)O)NCCNCCO. Drug 2: CCC1=C2CN3C(=CC4=C(C3=O)COC(=O)C4(CC)O)C2=NC5=C1C=C(C=C5)O. Cell line: LOX IMVI. Synergy scores: CSS=52.4, Synergy_ZIP=-3.09, Synergy_Bliss=-3.49, Synergy_Loewe=1.50, Synergy_HSA=3.90.